Dataset: Peptide-MHC class I binding affinity with 185,985 pairs from IEDB/IMGT. Task: Regression. Given a peptide amino acid sequence and an MHC pseudo amino acid sequence, predict their binding affinity value. This is MHC class I binding data. (1) The peptide sequence is WPEIVGAIV. The MHC is HLA-A01:01 with pseudo-sequence HLA-A01:01. The binding affinity (normalized) is 0.0847. (2) The peptide sequence is ASYQFQLPY. The MHC is SLA-20401 with pseudo-sequence SLA-20401. The binding affinity (normalized) is 0.733. (3) The peptide sequence is KIYKIIIWI. The MHC is HLA-A02:03 with pseudo-sequence HLA-A02:03. The binding affinity (normalized) is 0.403. (4) The peptide sequence is RNIFDLSV. The MHC is H-2-Kb with pseudo-sequence H-2-Kb. The binding affinity (normalized) is 0.0735. (5) The peptide sequence is TPEAKNSTF. The MHC is HLA-B35:01 with pseudo-sequence HLA-B35:01. The binding affinity (normalized) is 0.313. (6) The binding affinity (normalized) is 0.198. The peptide sequence is KTFDHTLMSIV. The MHC is H-2-Db with pseudo-sequence H-2-Db. (7) The peptide sequence is MEDNFSIYI. The MHC is HLA-B15:01 with pseudo-sequence HLA-B15:01. The binding affinity (normalized) is 0.0847.